Regression. Given a peptide amino acid sequence and an MHC pseudo amino acid sequence, predict their binding affinity value. This is MHC class II binding data. From a dataset of Peptide-MHC class II binding affinity with 134,281 pairs from IEDB. (1) The peptide sequence is DKGPGFVVTGRVYCD. The MHC is HLA-DPA10301-DPB10402 with pseudo-sequence HLA-DPA10301-DPB10402. The binding affinity (normalized) is 0. (2) The peptide sequence is SQTEVKEEGKEELQE. The MHC is DRB1_0701 with pseudo-sequence DRB1_0701. The binding affinity (normalized) is 0.153. (3) The peptide sequence is LIEKINAGFKAALAA. The MHC is DRB1_1501 with pseudo-sequence DRB1_1501. The binding affinity (normalized) is 0.864. (4) The peptide sequence is YTVDKSKPKVYQW. The MHC is DRB4_0101 with pseudo-sequence DRB4_0103. The binding affinity (normalized) is 0. (5) The peptide sequence is GSHYKITGTATGVDM. The MHC is DRB1_0701 with pseudo-sequence DRB1_0701. The binding affinity (normalized) is 0.569. (6) The peptide sequence is AEHQAIVRDVLAAGD. The MHC is HLA-DPA10201-DPB10501 with pseudo-sequence HLA-DPA10201-DPB10501. The binding affinity (normalized) is 0.0430. (7) The peptide sequence is FDPYGATISKTPESA. The MHC is HLA-DQA10301-DQB10302 with pseudo-sequence HLA-DQA10301-DQB10302. The binding affinity (normalized) is 0.405. (8) The peptide sequence is KLCLMKAQPTSWPLQ. The MHC is DRB1_0802 with pseudo-sequence DRB1_0802. The binding affinity (normalized) is 0.364. (9) The peptide sequence is MNNFLDREIYNVEPTFQRT. The MHC is DRB1_0101 with pseudo-sequence DRB1_0101. The binding affinity (normalized) is 0.311. (10) The peptide sequence is RPGVSKKFLSLLTSS. The MHC is DRB1_0401 with pseudo-sequence DRB1_0401. The binding affinity (normalized) is 0.620.